Dataset: Catalyst prediction with 721,799 reactions and 888 catalyst types from USPTO. Task: Predict which catalyst facilitates the given reaction. (1) Reactant: [CH2:1]([N:3]1[C:7]([C:8]2[CH:9]=[N:10][NH:11][C:12]=2[NH2:13])=[CH:6][CH:5]=[N:4]1)[CH3:2].[Cl:14][C:15]1[CH:20]=[CH:19][C:18]([C:21](=O)[CH2:22][C:23](OCC)=[O:24])=[CH:17][CH:16]=1.CC1C=CC(S(O)(=O)=O)=CC=1. Product: [Cl:14][C:15]1[CH:16]=[CH:17][C:18]([C:21]2[NH:13][C:12]3[N:11]([N:10]=[CH:9][C:8]=3[C:7]3[N:3]([CH2:1][CH3:2])[N:4]=[CH:5][CH:6]=3)[C:23](=[O:24])[CH:22]=2)=[CH:19][CH:20]=1. The catalyst class is: 114. (2) Reactant: [C:1]([O:8][CH3:9])(=[O:7])/[CH:2]=[CH:3]/[C:4]([O-:6])=[O:5].Cl.C(N=C=NCCCN(C)C)C.O[C:23]1[CH:33]=[CH:32][CH:31]=[CH:30][C:24]=1[C:25]([N:27]([CH3:29])[CH3:28])=[O:26]. Product: [CH3:9][O:8][C:1](=[O:7])/[CH:2]=[CH:3]/[C:4]([O:6][C:23]1[CH:33]=[CH:32][CH:31]=[CH:30][C:24]=1[C:25](=[O:26])[N:27]([CH3:28])[CH3:29])=[O:5]. The catalyst class is: 154. (3) Reactant: [C:1]([Br:5])(Br)(Br)Br.C1(P(C2C=CC=CC=2)C2C=CC=CC=2)C=CC=CC=1.[Cl:25][C:26]1[CH:27]=[C:28]2[C:34]([CH2:35]CO)=[C:33]([Si:38]([CH2:43][CH3:44])([CH2:41][CH3:42])[CH2:39][CH3:40])[NH:32][C:29]2=[N:30][CH:31]=1. Product: [Br:5][CH2:1][CH2:35][C:34]1[C:28]2[C:29](=[N:30][CH:31]=[C:26]([Cl:25])[CH:27]=2)[NH:32][C:33]=1[Si:38]([CH2:39][CH3:40])([CH2:43][CH3:44])[CH2:41][CH3:42]. The catalyst class is: 1. (4) Reactant: [CH3:1][C:2]1[CH:7]=[C:6]([C:8]2[C:12]3[CH:13]=[C:14]4[C:19](=[CH:20][C:11]=3[N:10]([C:22]([C:35]3[CH:40]=[CH:39][CH:38]=[CH:37][CH:36]=3)([C:29]3[CH:34]=[CH:33][CH:32]=[CH:31][CH:30]=3)[C:23]3[CH:28]=[CH:27][CH:26]=[CH:25][CH:24]=3)[N:9]=2)[NH:18][C:17](=[O:21])[CH:16]=[CH:15]4)[CH:5]=[CH:4][N:3]=1.C1C(=O)N([Br:48])C(=O)C1.O. The catalyst class is: 3. Product: [Br:48][C:16]1[C:17](=[O:21])[NH:18][C:19]2[C:14]([CH:15]=1)=[CH:13][C:12]1[C:8]([C:6]3[CH:5]=[CH:4][N:3]=[C:2]([CH3:1])[CH:7]=3)=[N:9][N:10]([C:22]([C:29]3[CH:30]=[CH:31][CH:32]=[CH:33][CH:34]=3)([C:35]3[CH:40]=[CH:39][CH:38]=[CH:37][CH:36]=3)[C:23]3[CH:28]=[CH:27][CH:26]=[CH:25][CH:24]=3)[C:11]=1[CH:20]=2.